Dataset: Forward reaction prediction with 1.9M reactions from USPTO patents (1976-2016). Task: Predict the product of the given reaction. The product is: [Cl:15][C:13]1[CH:14]=[C:9]([N:4]([CH:1]2[CH2:3][CH2:2]2)[CH2:5][CH2:6][CH2:7][OH:8])[NH:10][C:11](=[O:17])[N:12]=1. Given the reactants [CH:1]1([N:4]([C:9]2[CH:14]=[C:13]([Cl:15])[N:12]=[C:11](Cl)[N:10]=2)[CH2:5][CH2:6][CH2:7][OH:8])[CH2:3][CH2:2]1.[OH-:17].[Na+], predict the reaction product.